Dataset: Reaction yield outcomes from USPTO patents with 853,638 reactions. Task: Predict the reaction yield, written as a fraction of the theoretical maximum amount of product (1.0 means a 100% yield; for example, 0.34 means a 34% yield). (1) The reactants are C1(N2CC[O:10]CC2)CCCCC=1.C(N(CC)CC)C.[C:20](Cl)(=[O:25])[CH2:21][CH:22]([CH3:24])[CH3:23].Cl.[C:28]1(C)[CH:33]=[CH:32][CH:31]=[CH:30][CH:29]=1. No catalyst specified. The product is [CH3:23][CH:22]([CH3:24])[CH2:21][C:20]([CH:29]1[CH2:30][CH2:31][CH2:32][CH2:33][C:28]1=[O:10])=[O:25]. The yield is 0.900. (2) The reactants are [S:1]1[CH2:6][CH2:5][N:4]([C:7]([C:9]2[N:10]=[C:11]([N:14]3[CH2:17][CH:16]([OH:18])[CH2:15]3)[S:12][CH:13]=2)=[O:8])[CH2:3][CH2:2]1.[CH3:19][S:20](Cl)(=[O:22])=[O:21].C(N(CC)CC)C. The catalyst is C(Cl)Cl. The product is [S:1]1[CH2:6][CH2:5][N:4]([C:7]([C:9]2[N:10]=[C:11]([N:14]3[CH2:17][CH:16]([O:18][S:20]([CH3:19])(=[O:22])=[O:21])[CH2:15]3)[S:12][CH:13]=2)=[O:8])[CH2:3][CH2:2]1. The yield is 0.930. (3) The reactants are [CH3:1][N:2]1[C:6]([CH3:7])=[CH:5][C:4]([NH:8][C:9]2[N:14]=[C:13]([NH:15][CH:16]3[CH2:21][CH2:20][NH:19][CH2:18][CH:17]3[CH2:22][CH3:23])[CH:12]=[CH:11][N:10]=2)=[N:3]1.Cl[C:25]1[N:30]=[N:29][C:28]([C:31]#[N:32])=[CH:27][CH:26]=1.C(N(CC)CC)C. The catalyst is CCO. The product is [CH3:1][N:2]1[C:6]([CH3:7])=[CH:5][C:4]([NH:8][C:9]2[N:14]=[C:13]([NH:15][CH:16]3[CH2:21][CH2:20][N:19]([C:25]4[N:30]=[N:29][C:28]([C:31]#[N:32])=[CH:27][CH:26]=4)[CH2:18][CH:17]3[CH2:22][CH3:23])[CH:12]=[CH:11][N:10]=2)=[N:3]1. The yield is 0.500. (4) The reactants are [C:1]1([C@@H:7]([NH:19][C:20]2[CH:25]=[CH:24][CH:23]=[CH:22][CH:21]=2)[C:8]([O:10][C@@H:11]2[CH:16]3[CH2:17][CH2:18][N:13]([CH2:14][CH2:15]3)[CH2:12]2)=[O:9])[CH:6]=[CH:5][CH:4]=[CH:3][CH:2]=1.[Cl:26][CH2:27][C:28]1[N:32]=[C:31]([C:33]2[CH:38]=[CH:37][CH:36]=[CH:35][CH:34]=2)[O:30][N:29]=1. The catalyst is CCOC(C)=O.C(#N)C. The product is [Cl-:26].[C:33]1([C:31]2[O:30][N:29]=[C:28]([CH2:27][N+:13]34[CH2:14][CH2:15][CH:16]([CH2:17][CH2:18]3)[C@@H:11]([O:10][C:8](=[O:9])[C@@H:7]([C:1]3[CH:2]=[CH:3][CH:4]=[CH:5][CH:6]=3)[NH:19][C:20]3[CH:25]=[CH:24][CH:23]=[CH:22][CH:21]=3)[CH2:12]4)[N:32]=2)[CH:34]=[CH:35][CH:36]=[CH:37][CH:38]=1. The yield is 0.621. (5) The reactants are Cl[Ti:2](Cl)(Cl)Cl.[C:6]1([C:8](=[CH:10][CH:11]=[CH:12][CH:13]=1)[OH:9])[OH:7]. The catalyst is C1(C)C(C)=CC=CC=1. The product is [C:6]1([C:8](=[CH:10][CH:11]=[CH:12][CH:13]=1)[O-:9])[O-:7].[Ti+4:2].[C:6]1([C:8](=[CH:10][CH:11]=[CH:12][CH:13]=1)[O-:9])[O-:7]. The yield is 0.660. (6) The reactants are [C:1]([O:5][C:6]([N:8]1[CH2:13][CH2:12][C:11]([C:17]([O:19][CH3:20])=[O:18])([C:14](O)=[O:15])[CH2:10][CH2:9]1)=[O:7])([CH3:4])([CH3:3])[CH3:2].CN(C(ON1N=NC2C=CC=NC1=2)=[N+](C)C)C.F[P-](F)(F)(F)(F)F.[Cl:45][C:46]1[CH:53]=[CH:52][CH:51]=[CH:50][C:47]=1[CH2:48][NH2:49].CCN(C(C)C)C(C)C. The catalyst is CN(C=O)C. The product is [Cl:45][C:46]1[CH:53]=[CH:52][CH:51]=[CH:50][C:47]=1[CH2:48][NH:49][C:14]([C:11]1([C:17]([O:19][CH3:20])=[O:18])[CH2:12][CH2:13][N:8]([C:6]([O:5][C:1]([CH3:4])([CH3:2])[CH3:3])=[O:7])[CH2:9][CH2:10]1)=[O:15]. The yield is 0.520. (7) The yield is 0.940. The reactants are [CH3:1][C:2]([O:5][C@H:6]([CH3:33])[C@@H:7]([C:29]([O:31][CH3:32])=[O:30])[NH:8][C:9]([C:11]1[CH:16]=[CH:15][C:14]([C:17]2[CH:22]=[CH:21][C:20]([O:23][CH3:24])=[C:19]([F:25])[CH:18]=2)=[CH:13][C:12]=1[N+:26]([O-])=O)=[O:10])([CH3:4])[CH3:3]. The catalyst is [Pd].C(O)C. The product is [NH2:26][C:12]1[CH:13]=[C:14]([C:17]2[CH:22]=[CH:21][C:20]([O:23][CH3:24])=[C:19]([F:25])[CH:18]=2)[CH:15]=[CH:16][C:11]=1[C:9]([NH:8][C@H:7]([C:29]([O:31][CH3:32])=[O:30])[C@@H:6]([CH3:33])[O:5][C:2]([CH3:4])([CH3:3])[CH3:1])=[O:10].